From a dataset of Full USPTO retrosynthesis dataset with 1.9M reactions from patents (1976-2016). Predict the reactants needed to synthesize the given product. (1) Given the product [Br:1][C:2]1[CH:10]=[CH:9][C:5]([C:6]([NH:27][CH2:26][CH:25]2[CH2:23][CH2:24]2)=[O:8])=[C:4]([O:11][CH3:12])[CH:3]=1, predict the reactants needed to synthesize it. The reactants are: [Br:1][C:2]1[CH:10]=[CH:9][C:5]([C:6]([OH:8])=O)=[C:4]([O:11][CH3:12])[CH:3]=1.CN(C(ON1N=N[C:23]2[CH:24]=[CH:25][CH:26]=[N:27]C1=2)=[N+](C)C)C.F[P-](F)(F)(F)(F)F.CCN(C(C)C)C(C)C.C1(CN)CC1. (2) Given the product [OH:7][C:5]1[N:15]2[N:14]=[C:22]3[C:17]([CH:18]=[CH:19][CH:20]=[CH:21]3)=[C:16]2[N:23]=[C:1]([CH3:2])[C:4]=1[CH2:9][C:10]([O:12][CH3:13])=[O:11], predict the reactants needed to synthesize it. The reactants are: [C:1]([CH:4]([CH2:9][C:10]([O:12][CH3:13])=[O:11])[C:5]([O:7]C)=O)(=O)[CH3:2].[NH:14]1[C:22]2[C:17](=[CH:18][CH:19]=[CH:20][CH:21]=2)[C:16]([NH2:23])=[N:15]1. (3) Given the product [CH2:1]([O:3][C:4]1[CH:11]=[C:10]([O:12][CH2:13][CH3:14])[C:9]([Br:15])=[CH:8][C:5]=1[CH2:6][OH:7])[CH3:2], predict the reactants needed to synthesize it. The reactants are: [CH2:1]([O:3][C:4]1[CH:11]=[C:10]([O:12][CH2:13][CH3:14])[C:9]([Br:15])=[CH:8][C:5]=1[CH:6]=[O:7])[CH3:2].CC(C[AlH]CC(C)C)C.O. (4) Given the product [Cl:17][C:18]1[CH:23]=[C:22]([Cl:24])[CH:21]=[CH:20][C:19]=1[C:25]1[N:26]=[C:27]([N:30]2[CH2:31][CH2:32][N:33]([C:9]([NH:8][C:5]3[O:4][N:3]=[C:2]([CH3:1])[C:6]=3[CH3:7])=[O:16])[CH2:34][CH2:35]2)[S:28][CH:29]=1, predict the reactants needed to synthesize it. The reactants are: [CH3:1][C:2]1[C:6]([CH3:7])=[C:5]([NH:8][C:9](=[O:16])OCC(Cl)(Cl)Cl)[O:4][N:3]=1.[Cl:17][C:18]1[CH:23]=[C:22]([Cl:24])[CH:21]=[CH:20][C:19]=1[C:25]1[N:26]=[C:27]([N:30]2[CH2:35][CH2:34][NH:33][CH2:32][CH2:31]2)[S:28][CH:29]=1.C(N(C(C)C)CC)(C)C.O.